Dataset: Forward reaction prediction with 1.9M reactions from USPTO patents (1976-2016). Task: Predict the product of the given reaction. (1) Given the reactants F[C:2]1[C:10]([F:11])=[C:9]([F:12])[CH:8]=[CH:7][C:3]=1[C:4]([OH:6])=[O:5].[Br:13][C:14]1[CH:20]=[CH:19][C:17]([NH2:18])=[C:16]([Cl:21])[CH:15]=1.[NH2-].[Li+].Cl, predict the reaction product. The product is: [Br:13][C:14]1[CH:20]=[CH:19][C:17]([NH:18][C:2]2[C:10]([F:11])=[C:9]([F:12])[CH:8]=[CH:7][C:3]=2[C:4]([OH:6])=[O:5])=[C:16]([Cl:21])[CH:15]=1. (2) Given the reactants [CH2:1]([NH:3][C:4]1[CH:9]=[CH:8][CH:7]=[CH:6][CH:5]=1)[CH3:2].[CH2:10]=O.[CH2:12]([N:14]([CH3:21])[C:15]1[CH:20]=[CH:19][CH:18]=[CH:17][CH:16]=1)[CH3:13].[C:22](Cl)(Cl)=[O:23].[OH-].[Na+], predict the reaction product. The product is: [CH3:10][N:3]([CH2:1][CH3:2])[C:4]1[CH:9]=[CH:8][C:7]([C:22]([C:18]2[CH:19]=[CH:20][C:15]([N:14]([CH3:21])[CH2:12][CH3:13])=[CH:16][CH:17]=2)=[O:23])=[CH:6][CH:5]=1.